This data is from Forward reaction prediction with 1.9M reactions from USPTO patents (1976-2016). The task is: Predict the product of the given reaction. (1) Given the reactants [CH3:1][C:2]1[CH:7]=[C:6]([C:8]2[N:12]=[C:11]([CH3:13])[O:10][N:9]=2)[CH:5]=[CH:4][C:3]=1[C:14]1[CH:19]=[CH:18][C:17]([C:20]([OH:22])=O)=[CH:16][CH:15]=1.[CH3:23][O:24][C:25]1[CH:34]=[CH:33][C:32]([N:35]2[CH2:40][CH2:39][N:38]([CH3:41])[CH2:37][CH2:36]2)=[C:31]2[C:26]=1[CH2:27][CH2:28][NH:29][CH2:30]2.CN(C(ON1N=NC2C=CC=NC1=2)=[N+](C)C)C.F[P-](F)(F)(F)(F)F, predict the reaction product. The product is: [CH3:23][O:24][C:25]1[CH:34]=[CH:33][C:32]([N:35]2[CH2:36][CH2:37][N:38]([CH3:41])[CH2:39][CH2:40]2)=[C:31]2[C:26]=1[CH2:27][CH2:28][N:29]([C:20]([C:17]1[CH:16]=[CH:15][C:14]([C:3]3[CH:4]=[CH:5][C:6]([C:8]4[N:12]=[C:11]([CH3:13])[O:10][N:9]=4)=[CH:7][C:2]=3[CH3:1])=[CH:19][CH:18]=1)=[O:22])[CH2:30]2. (2) Given the reactants C[O:2][C:3](=[O:32])[CH:4]([NH:16][C:17]1[CH:22]=[CH:21][CH:20]=[CH:19][C:18]=1[C:23](=[O:31])[C:24]1[CH:29]=[CH:28][C:27]([F:30])=[CH:26][CH:25]=1)[CH2:5][C:6]1[CH:11]=[CH:10][C:9]([O:12][CH2:13][CH2:14]Br)=[CH:8][CH:7]=1.[CH:33]1[C:45]2[NH:44][C:43]3[C:38](=[CH:39][CH:40]=[CH:41][CH:42]=3)[C:37]=2[CH:36]=[CH:35][CH:34]=1.[OH-].[Na+], predict the reaction product. The product is: [F:30][C:27]1[CH:28]=[CH:29][C:24]([C:23]([C:18]2[CH:19]=[CH:20][CH:21]=[CH:22][C:17]=2[NH:16][CH:4]([CH2:5][C:6]2[CH:7]=[CH:8][C:9]([O:12][CH2:13][CH2:14][C:42]3[C:43]4[NH:44][C:45]5[C:37](=[CH:36][CH:35]=[CH:34][CH:33]=5)[C:38]=4[CH:39]=[CH:40][CH:41]=3)=[CH:10][CH:11]=2)[C:3]([OH:2])=[O:32])=[O:31])=[CH:25][CH:26]=1. (3) Given the reactants [H-].[Na+].[Cl:3][C:4]1[CH:15]=[C:8]2[C:9]([O:11][C:12](=[O:14])[NH:13][C:7]2=[CH:6][CH:5]=1)=[O:10].[CH3:16]I, predict the reaction product. The product is: [Cl:3][C:4]1[CH:5]=[CH:6][C:7]2[N:13]([CH3:16])[C:12](=[O:14])[O:11][C:9](=[O:10])[C:8]=2[CH:15]=1. (4) Given the reactants [CH2:1]([O:3][C:4]([C:6]1[CH2:7][CH2:8][O:9][CH2:10][C:11]=1OS(C(F)(F)F)(=O)=O)=[O:5])[CH3:2].C([O-])([O-])=O.[K+].[K+].[CH2:26]1[CH2:30]O[CH2:28][CH2:27]1, predict the reaction product. The product is: [CH2:1]([O:3][C:4]([C:6]1[CH2:7][CH2:8][O:9][CH2:10][C:11]=1[C:26]1[CH:30]=[CH:30][C:26]([C:27]2[CH:10]=[CH:11][CH:6]=[CH:4][CH:28]=2)=[CH:28][CH:27]=1)=[O:5])[CH3:2]. (5) Given the reactants [NH2:1][C:2]1[C:11]([Cl:12])=[CH:10][C:9]([C:13]([NH:15][NH2:16])=[O:14])=[C:8]2[C:3]=1[CH2:4][CH2:5][CH2:6][O:7]2.C(N(CC)CC)C.[CH:24]1([N:27]2[CH2:32][CH2:31][CH:30]([C:33](Cl)=[O:34])[CH2:29][CH2:28]2)[CH2:26][CH2:25]1, predict the reaction product. The product is: [CH:24]1([N:27]2[CH2:28][CH2:29][CH:30]([C:33]([NH:16][NH:15][C:13]([C:9]3[CH:10]=[C:11]([Cl:12])[C:2]([NH2:1])=[C:3]4[C:8]=3[O:7][CH2:6][CH2:5][CH2:4]4)=[O:14])=[O:34])[CH2:31][CH2:32]2)[CH2:26][CH2:25]1. (6) Given the reactants [CH3:1][S:2]([C:5]1[CH:33]=[CH:32][C:8]([O:9][C:10]2[C:11]([NH:23][C:24]3[CH:31]=[CH:30][C:27]([C:28]#[N:29])=[CH:26][N:25]=3)=[N:12][CH:13]=[C:14]([S:16][C:17]3[CH:22]=[CH:21][CH:20]=[CH:19][N:18]=3)[CH:15]=2)=[CH:7][CH:6]=1)(=[O:4])=[O:3].C([Sn]([N:47]=[N+:48]=[N-:49])(CCCC)CCCC)CCC, predict the reaction product. The product is: [CH3:1][S:2]([C:5]1[CH:6]=[CH:7][C:8]([O:9][C:10]2[C:11]([NH:23][C:24]3[CH:31]=[CH:30][C:27]([C:28]4[NH:49][N:48]=[N:47][N:29]=4)=[CH:26][N:25]=3)=[N:12][CH:13]=[C:14]([S:16][C:17]3[CH:22]=[CH:21][CH:20]=[CH:19][N:18]=3)[CH:15]=2)=[CH:32][CH:33]=1)(=[O:4])=[O:3]. (7) Given the reactants [Cl:1][C:2]1[NH:3][C:4]2[C:9]([C:10]=1[CH:11]=[O:12])=[CH:8][CH:7]=[CH:6][CH:5]=2.[Cl:13][C:14]1[CH:15]=[C:16](B(O)O)[CH:17]=[CH:18][CH:19]=1, predict the reaction product. The product is: [Cl:1][C:2]1[N:3]([C:18]2[CH:17]=[CH:16][CH:15]=[C:14]([Cl:13])[CH:19]=2)[C:4]2[C:9]([C:10]=1[CH:11]=[O:12])=[CH:8][CH:7]=[CH:6][CH:5]=2. (8) The product is: [CH3:17][O:18][CH2:19][CH2:20][NH:21][CH2:10][CH2:9][CH2:8][S:6]([CH2:5][CH2:4][CH2:3][C:2]([F:16])([F:1])[C:12]([F:15])([F:14])[F:13])=[O:7]. Given the reactants [F:1][C:2]([F:16])([C:12]([F:15])([F:14])[F:13])[CH2:3][CH2:4][CH2:5][S:6]([CH2:8][CH2:9][CH2:10]Cl)=[O:7].[CH3:17][O:18][CH2:19][CH2:20][NH2:21], predict the reaction product. (9) Given the reactants C(O[BH-](OC(=O)C)OC(=O)C)(=O)C.[Na+].[NH:15]1[C:24]2[C:19](=[CH:20][CH:21]=[CH:22][C:23]=2[OH:25])[CH2:18][CH2:17][CH2:16]1.[CH3:26][CH:27]([CH3:30])[CH:28]=O.ClC(Cl)C, predict the reaction product. The product is: [CH2:26]([N:15]1[C:24]2[C:19](=[CH:20][CH:21]=[CH:22][C:23]=2[OH:25])[CH2:18][CH2:17][CH2:16]1)[CH:27]([CH3:30])[CH3:28].